This data is from Full USPTO retrosynthesis dataset with 1.9M reactions from patents (1976-2016). The task is: Predict the reactants needed to synthesize the given product. (1) Given the product [CH3:20][O:19][CH2:18][CH2:17][O:16][CH2:15][CH:10]([NH:9][C:7]([C:5]1[S:6][C:2]([Cl:1])=[CH:3][CH:4]=1)=[O:8])[C:11](=[O:13])[NH:35][C:32]1[CH:33]=[CH:34][C:27]2[CH2:26][CH2:25][N:24]([CH3:23])[CH2:30][CH2:29][C:28]=2[CH:31]=1, predict the reactants needed to synthesize it. The reactants are: [Cl:1][C:2]1[S:6][C:5]([C:7]([NH:9][CH:10]([CH2:15][O:16][CH2:17][CH2:18][O:19][CH3:20])[C:11]([O:13]C)=O)=[O:8])=[CH:4][CH:3]=1.[OH-].[Li+].[CH3:23][N:24]1[CH2:30][CH2:29][C:28]2[CH:31]=[C:32]([NH2:35])[CH:33]=[CH:34][C:27]=2[CH2:26][CH2:25]1.CCOC1N(C(OCC)=O)C2C(=CC=CC=2)C=C1. (2) Given the product [Cl:1][C:2]1[N:3]=[CH:4][C:5]2[S:10][CH:9]=[C:8]([CH:11]=[O:18])[C:6]=2[N:7]=1.[Cl:1][C:2]1[N:3]=[CH:4][C:5]2[S:10][CH:9]=[C:8]([CH3:11])[C:6]=2[N:7]=1, predict the reactants needed to synthesize it. The reactants are: [Cl:1][C:2]1[N:3]=[CH:4][C:5]2[S:10][CH:9]=[C:8]([CH3:11])[C:6]=2[N:7]=1.BrN1C(=[O:18])CCC1=O.N(C(C)(C)C#N)=NC(C)(C)C#N.